From a dataset of NCI-60 drug combinations with 297,098 pairs across 59 cell lines. Regression. Given two drug SMILES strings and cell line genomic features, predict the synergy score measuring deviation from expected non-interaction effect. (1) Drug 1: CN(C)N=NC1=C(NC=N1)C(=O)N. Drug 2: C1CN(CCN1C(=O)CCBr)C(=O)CCBr. Cell line: HCC-2998. Synergy scores: CSS=4.03, Synergy_ZIP=-5.97, Synergy_Bliss=-7.34, Synergy_Loewe=-15.2, Synergy_HSA=-6.06. (2) Drug 1: CC1=CC2C(CCC3(C2CCC3(C(=O)C)OC(=O)C)C)C4(C1=CC(=O)CC4)C. Drug 2: C1CN1P(=S)(N2CC2)N3CC3. Cell line: SF-268. Synergy scores: CSS=12.9, Synergy_ZIP=5.01, Synergy_Bliss=10.2, Synergy_Loewe=0.406, Synergy_HSA=5.77. (3) Drug 1: C1=NC2=C(N=C(N=C2N1C3C(C(C(O3)CO)O)O)F)N. Drug 2: COC1=C2C(=CC3=C1OC=C3)C=CC(=O)O2. Cell line: CCRF-CEM. Synergy scores: CSS=49.0, Synergy_ZIP=-1.31, Synergy_Bliss=-2.04, Synergy_Loewe=-25.5, Synergy_HSA=-2.71. (4) Drug 1: CC1=C(C(CCC1)(C)C)C=CC(=CC=CC(=CC(=O)O)C)C. Drug 2: CCC(=C(C1=CC=CC=C1)C2=CC=C(C=C2)OCCN(C)C)C3=CC=CC=C3.C(C(=O)O)C(CC(=O)O)(C(=O)O)O. Cell line: ACHN. Synergy scores: CSS=9.59, Synergy_ZIP=-0.862, Synergy_Bliss=4.45, Synergy_Loewe=3.92, Synergy_HSA=4.79.